This data is from Experimentally validated miRNA-target interactions with 360,000+ pairs, plus equal number of negative samples. The task is: Binary Classification. Given a miRNA mature sequence and a target amino acid sequence, predict their likelihood of interaction. The miRNA is hsa-miR-6883-5p with sequence AGGGAGGGUGUGGUAUGGAUGU. The protein sequence of the target gene is MTEADVNPKAYPLADAHLTKKLLDLVQQSCNYKQLRKGANEATKTLNRGISEFIVMAADAEPLEIILHLPLLCEDKNVPYVFVRSKQALGRACGVSRPVIACSVTIKEGSQLKQQIQSIQQSIERLLV. Result: 1 (interaction).